Dataset: Experimentally validated miRNA-target interactions with 360,000+ pairs, plus equal number of negative samples. Task: Binary Classification. Given a miRNA mature sequence and a target amino acid sequence, predict their likelihood of interaction. (1) The miRNA is hsa-miR-4784 with sequence UGAGGAGAUGCUGGGACUGA. The protein sequence of the target gene is MTTSLLLHPRWPESLMYVYEDSAAESGIGGGGGGGGGGTGGAGGGCSGASPGKAPSMDGLGSSCPASHCRDLLPHPVLGRPPAPLGAPQGAVYTDIPAPEAARQCAPPPAPPTSSSATLGYGYPFGGSYYGCRLSHNVNLQQKPCAYHPGDKYPEPSGALPGDDLSSRAKEFAFYPSFASSYQAMPGYLDVSVVPGISGHPEPRHDALIPVEGYQHWALSNGWDSQVYCSKEQSQSAHLWKSPFPDVVPLQPEVSSYRRGRKKRVPYTKVQLKELEKEYAASKFITKEKRRRISATTNLS.... Result: 1 (interaction). (2) The miRNA is hsa-miR-499b-5p with sequence ACAGACUUGCUGUGAUGUUCA. The protein sequence of the target gene is MFRSKRSGLVRRLWRSRVVPDREEGGSGGGGGGDEDGSLGSRAEPAPRAREGGGCGRSEVRPVAPRRPRDAVGQRGAQGAGRRRRAGGPPRPMSEPGAGAGSSLLDVAEPGGPGWLPESDCETVTCCLFSERDAAGAPRDASDPLAGAALEPAGGGRSREARSRLLLLEQELKTVTYSLLKRLKERSLDTLLEAVESRGGVPGGCVLVPRADLRLGGQPAPPQLLLGRLFRWPDLQHAVELKPLCGCHSFAAAADGPTVCCNPYHFSRLCGPESPPPPYSRLSPRDEYKPLDLSDSTLSY.... Result: 0 (no interaction). (3) The miRNA is hsa-miR-1226-3p with sequence UCACCAGCCCUGUGUUCCCUAG. The protein sequence of the target gene is MDPNTIIEALRGTMDPALREAAERQLNEAHKSLNFVSTLLQITMSEQLDLPVRQAGVIYLKNMITQYWPDRETAPGDISPYTIPEEDRHCIRENIVEAIIHSPELIRVQLTTCIHHIIKHDYPSRWTAIVDKIGFYLQSDNSACWLGILLCLYQLVKNYEYKKPEERSPLVAAMQHFLPVLKDRFIQLLSDQSDQSVLIQKQIFKIFYALVQYTLPLELINQQNLTEWIEILKTVVNRDVPNETLQVEEDDRPELPWWKCKKWALHILARLFERYGSPGNVSKEYNEFAEVFLKAFAVGV.... Result: 1 (interaction). (4) The miRNA is hsa-miR-647 with sequence GUGGCUGCACUCACUUCCUUC. The protein sequence of the target gene is MPRNVPEVNGVYRHGACELWCRAMAHALLKRSGVRRGLGGREGPLKRLRLAVEDFVRTTSESEACESRSAVARSRPGGRKSRKELRKEKRHLRKARRLQRTVGSGSGDQGGNVGLNDGPETRRPPTEVRPTPAKATATPAKASAPSTNTKASAAQPKAKAKGAPGKPGPATATARKRALLAANEEEDREIRKLERCLGLHKRKKKGDGSSVPLSFARDGLDYILGALECGSGGGLYESSEEEEEEKLETGQTVLESDLESNSKESEEDPDWQVLQEDQEDVNSKRRGEAESGTRGNKGTK.... Result: 0 (no interaction). (5) The protein sequence of the target gene is MPNIVLFSGSSHQDLSQRVADRLGLELGKVVTKKFSNQETSVEIGESVRGEDVYIIQSGCGEINDNLMELLIMINACKIASSSRVTAVIPCFPYARQDKKDKSRAPISAKLVANMLSVAGADHIITMDLHASQIQGFFDIPVDNLYAEPAVLQWIRENITEWRNCIIVSPDAGGAKRVTSIADRLNVEFALIHKERKKANEVDRMVLVGDVKDRVAILVDDMADTCGTICHAADKLLSAGATKVYAILTHGIFSGPAISRINSAAFEAVVVTNTIPQEDKMKHCSKIQVIDISMILAEAI.... The miRNA is hsa-miR-10a-5p with sequence UACCCUGUAGAUCCGAAUUUGUG. Result: 0 (no interaction). (6) The miRNA is hsa-miR-4712-3p with sequence AAUGAGAGACCUGUACUGUAU. The protein sequence of the target gene is MAGDSEQTLQNHQQPNGGEPFLIGVSGGTASGKSSVCAKIVQLLGQNEVDYRQKQVVILSQDSFYRVLTSEQKAKALKGQFNFDHPDAFDNELILKTLKEITEGKTVQIPVYDFVSHSRKEETVTVYPADVVLFEGILAFYSQEVRDLFQMKLFVDTDADTRLSRRVLRDISERGRDLEQILSQYITFVKPAFEEFCLPTKKYADVIIPRGADNLVAINLIVQHIQDILNGGPSKRQTNGCLNGYTPSRKRQASESSSRPH. Result: 1 (interaction). (7) The miRNA is mmu-miR-139-5p with sequence UCUACAGUGCACGUGUCUCCAG. The protein sequence of the target gene is MAPVSGSRSPEREASGAKRRSPSRSPKSIKSSRSPRCRRSRSRSCSRFGDRNGLSHSLSGFSQSSRNQSYRSRSRSRSRERPSAQRSAPFASASSSAYYGGYSRPYGGDKPWPSLLDKEREESLRQKRLSERERIGELGAPEVWGLSPKNPEPDSDEHTPVEDEEPKKSTTSASSSEDDKKKKRKSSHSKDRAKKKRKKKSSKRKHKKYSEDSDSDSESDTDSSDEDSKRRAKKAKKKDKKKKRRGKKYKKKKSKKNRKESSDSSSKESQEEFLENPWKDRSKAEEPSDLIGPEAPKTLA.... Result: 0 (no interaction). (8) The miRNA is hsa-miR-1281 with sequence UCGCCUCCUCCUCUCCC. The protein sequence of the target gene is MTSLLTTPSPREELMTTPILQPTEALSPEDGASTALIAVVITVVFLTLLSVVILIFFYLYKNKGSYVTYEPTEGEPSAIVQMESDLAKGSEKEEYFI. Result: 1 (interaction). (9) The miRNA is hsa-miR-5196-5p with sequence AGGGAAGGGGACGAGGGUUGGG. The protein sequence of the target gene is MSGGDTRAAIARPRMAAAHGPVAPSSPEQVTLLPVQRSFFLPPFSGATPSTSLAESVLKVWHGAYNSGLLPQLMAQHSLAMAQNGAVPSEATKRDQNLKRGNWGNQIEFVLTSVGYAVGLGNVWRFPYLCYRNGGGAFMFPYFIMLIFCGIPLFFMELSFGQFASQGCLGVWRISPMFKGVGYGMMVVSTYIGIYYNVVICIAFYYFFSSMTHVLPWAYCNNPWNTHDCAGVLDASNLTNGSRPAALPSNLSHLLNHSLQRTSPSEEYWRLYVLKLSDDIGNFGEVRLPLLGCLGVSWLV.... Result: 1 (interaction). (10) The miRNA is hsa-miR-4496 with sequence GAGGAAACUGAAGCUGAGAGGG. The protein sequence of the target gene is MASVLSYESLVHAVAGAVGSVTAMTVFFPLDTARLRLQVDEKRKSKTTHMVLLEIIKEEGLLAPYRGWFPVISSLCCSNFVYFYTFNSLKALWVKGQHSTTGKDLVVGFVAGVVNVLLTTPLWVVNTRLKLQGAKFRNEDIVPTNYKGIIDAFHQIIRDEGISALWNGTFPSLLLVFNPAIQFMFYEGLKRQLLKKRMKLSSLDVFIIGAVAKAIATTVTYPLQTVQSILRFGRHRLNPENRTLGSLRNILYLLHQRVRRFGIMGLYKGLEAKLLQTVLTAALMFLVYEKLTAATFTVMG.... Result: 1 (interaction).